From a dataset of Full USPTO retrosynthesis dataset with 1.9M reactions from patents (1976-2016). Predict the reactants needed to synthesize the given product. (1) The reactants are: [C:1]([C:4]1([CH2:17][O:18][CH3:19])[CH2:9][CH2:8][N:7]([C:10]([O:12][C:13]([CH3:16])([CH3:15])[CH3:14])=[O:11])[CH2:6][CH2:5]1)(=O)[CH3:2].C(O)(=O)C.[C:24]1([C@@H:30]2[CH2:32][C@H:31]2[NH2:33])[CH:29]=[CH:28][CH:27]=[CH:26][CH:25]=1.C(O[BH-](OC(=O)C)OC(=O)C)(=O)C.[Na+]. Given the product [CH3:19][O:18][CH2:17][C:4]1([CH:1]([NH:33][C@@H:31]2[CH2:32][C@H:30]2[C:24]2[CH:29]=[CH:28][CH:27]=[CH:26][CH:25]=2)[CH3:2])[CH2:9][CH2:8][N:7]([C:10]([O:12][C:13]([CH3:16])([CH3:15])[CH3:14])=[O:11])[CH2:6][CH2:5]1, predict the reactants needed to synthesize it. (2) The reactants are: [C:1]([O:5][C:6]([NH:8][CH:9]1[CH:26](C(O)=O)[CH2:25][N:12]2[CH2:13][CH2:14][C:15]3[C:20]([CH:11]2[CH2:10]1)=[CH:19][C:18]([O:21][CH3:22])=[C:17]([O:23][CH3:24])[CH:16]=3)=[O:7])([CH3:4])([CH3:3])[CH3:2].C1(P(N=[N+]=[N-])(C2C=CC=CC=2)=[O:37])C=CC=CC=1.C([N:49]([CH2:52]C)CC)C.[CH3:54][Si:55]([CH3:60])([CH3:59])[CH2:56][CH2:57][OH:58]. Given the product [CH3:54][Si:55]([CH3:60])([CH3:59])[CH2:56][CH2:57][O:58][C:52](=[O:37])[NH:49][CH:26]1[CH2:25][N:12]2[CH2:13][CH2:14][C:15]3[C:20]([CH:11]2[CH2:10][CH:9]1[NH:8][C:6]([O:5][C:1]([CH3:2])([CH3:3])[CH3:4])=[O:7])=[CH:19][C:18]([O:21][CH3:22])=[C:17]([O:23][CH3:24])[CH:16]=3, predict the reactants needed to synthesize it. (3) Given the product [F:1][C:2]1[CH:3]=[C:4]2[C:10]([C:11]3[N:12]=[C:13]([NH:37][CH2:36][CH2:35][CH2:34][C:33]([F:39])([F:38])[F:32])[C:14]4[C:19]([CH3:21])([CH3:20])[C:18](=[O:22])[NH:17][C:15]=4[N:16]=3)=[N:9][N:8]([CH2:24][C:25]3[CH:30]=[CH:29][CH:28]=[CH:27][C:26]=3[F:31])[C:5]2=[N:6][CH:7]=1, predict the reactants needed to synthesize it. The reactants are: [F:1][C:2]1[CH:3]=[C:4]2[C:10]([C:11]3[N:12]=[C:13](I)[C:14]4[C:19]([CH3:21])([CH3:20])[C:18](=[O:22])[NH:17][C:15]=4[N:16]=3)=[N:9][N:8]([CH2:24][C:25]3[CH:30]=[CH:29][CH:28]=[CH:27][C:26]=3[F:31])[C:5]2=[N:6][CH:7]=1.[F:32][C:33]([F:39])([F:38])[CH2:34][CH2:35][CH2:36][NH2:37]. (4) Given the product [Cl:28][C:29]1[CH:30]=[CH:31][C:32]([N:40]2[CH:44]=[N:43][N:42]=[N:41]2)=[C:33](/[CH:35]=[CH:36]/[C:37]([N:9]2[CH2:10][CH2:11][CH2:12][CH:7]([C:1]3[CH:2]=[CH:3][CH:4]=[CH:5][CH:6]=3)[CH:8]2[C:13]2[NH:14][CH:15]=[C:16]([C:18]3[CH:19]=[C:20]([CH:25]=[CH:26][CH:27]=3)[C:21]([O:23][CH3:24])=[O:22])[N:17]=2)=[O:38])[CH:34]=1, predict the reactants needed to synthesize it. The reactants are: [C:1]1([CH:7]2[CH2:12][CH2:11][CH2:10][NH:9][CH:8]2[C:13]2[NH:14][CH:15]=[C:16]([C:18]3[CH:19]=[C:20]([CH:25]=[CH:26][CH:27]=3)[C:21]([O:23][CH3:24])=[O:22])[N:17]=2)[CH:6]=[CH:5][CH:4]=[CH:3][CH:2]=1.[Cl:28][C:29]1[CH:30]=[CH:31][C:32]([N:40]2[CH:44]=[N:43][N:42]=[N:41]2)=[C:33](/[CH:35]=[CH:36]/[C:37](O)=[O:38])[CH:34]=1.C1CN([P+](ON2N=NC3C=CC=CC2=3)(N2CCCC2)N2CCCC2)CC1.F[P-](F)(F)(F)(F)F.CCN(C(C)C)C(C)C. (5) Given the product [Cl:31][C:20]1[CH:21]=[C:22]([O:26][CH2:27][CH2:28][O:29][CH3:30])[CH:23]=[C:24]([Cl:25])[C:19]=1[C:18]([NH:17][CH2:16][C:15]1[CH:33]=[CH:34][C:12]([C:10]2[CH:9]=[CH:8][NH:7][C:6](=[O:5])[CH:11]=2)=[CH:13][CH:14]=1)=[O:32], predict the reactants needed to synthesize it. The reactants are: C([O:5][C:6]1[CH:11]=[C:10]([C:12]2[CH:34]=[CH:33][C:15]([CH2:16][NH:17][C:18](=[O:32])[C:19]3[C:24]([Cl:25])=[CH:23][C:22]([O:26][CH2:27][CH2:28][O:29][CH3:30])=[CH:21][C:20]=3[Cl:31])=[CH:14][CH:13]=2)[CH:9]=[CH:8][N:7]=1)(C)(C)C.FC(F)(F)C(O)=O. (6) The reactants are: Cl[C:2]1[N:7]=[CH:6][N:5]=[C:4]([NH:8][C:9]2[CH:10]=[CH:11][C:12]([C:15]([OH:18])([CH3:17])[CH3:16])=[N:13][CH:14]=2)[N:3]=1.[F:19][C@H:20]1[C@@H:25]([O:26][C:27]2[CH:34]=[CH:33][C:32](B3OC(C)(C)C(C)(C)O3)=[CH:31][C:28]=2[C:29]#[N:30])[CH2:24][CH2:23][N:22]([C:44](=[O:48])[C@@H:45]([OH:47])[CH3:46])[CH2:21]1.C(=O)([O-])[O-].[Na+].[Na+]. Given the product [F:19][C@H:20]1[C@@H:25]([O:26][C:27]2[CH:34]=[CH:33][C:32]([C:2]3[N:3]=[C:4]([NH:8][C:9]4[CH:14]=[N:13][C:12]([C:15]([OH:18])([CH3:17])[CH3:16])=[CH:11][CH:10]=4)[N:5]=[CH:6][N:7]=3)=[CH:31][C:28]=2[C:29]#[N:30])[CH2:24][CH2:23][N:22]([C:44](=[O:48])[C@@H:45]([OH:47])[CH3:46])[CH2:21]1, predict the reactants needed to synthesize it. (7) Given the product [CH3:9][C:4]1[CH:5]=[CH:6][CH:7]=[C:2]([C:22]#[C:21][Si:17]([CH3:20])([CH3:19])[CH3:18])[N:3]=1, predict the reactants needed to synthesize it. The reactants are: Br[C:2]1[CH:7]=[C:6](C)[CH:5]=[CH:4][N:3]=1.[CH3:9]N(CCN(C)C)C.[Si:17]([C:21]#[CH:22])([CH3:20])([CH3:19])[CH3:18]. (8) Given the product [C:21]([O:20][C:18]12[CH2:4][CH2:5][C:6]([CH2:11][CH2:12][C:13]([O:15][CH3:16])=[O:14])([CH2:7][CH2:8]1)[CH2:9][CH2:17]2)(=[O:22])[CH3:23], predict the reactants needed to synthesize it. The reactants are: COC12C[CH2:9][C:6]([CH2:11][CH2:12][C:13]([O:15][CH3:16])=[O:14])([CH2:7][CH2:8]1)[CH2:5][CH2:4]2.[CH3:17][C:18]([O:20][C:21]([CH3:23])=[O:22])=O. (9) Given the product [C:1]([O:5][C:6](=[O:42])[NH:7][C:8](=[N:23][C:24](=[O:41])[CH2:25][C:26]([C:31]1[CH:36]=[CH:35][C:34]([O:37][CH2:38][CH:39]=[CH2:40])=[CH:33][CH:32]=1)=[N:27][O:28][CH2:29][CH3:30])[CH2:9][C:10]1[CH:15]=[C:14]([Cl:16])[C:13]([NH:17][C:18](=[O:21])[CH2:19][NH:46][CH2:43][CH:44]=[CH2:45])=[C:12]([Cl:22])[CH:11]=1)([CH3:4])([CH3:3])[CH3:2], predict the reactants needed to synthesize it. The reactants are: [C:1]([O:5][C:6](=[O:42])[NH:7][C:8](=[N:23][C:24](=[O:41])[CH2:25][C:26]([C:31]1[CH:36]=[CH:35][C:34]([O:37][CH2:38][CH:39]=[CH2:40])=[CH:33][CH:32]=1)=[N:27][O:28][CH2:29][CH3:30])[CH2:9][C:10]1[CH:15]=[C:14]([Cl:16])[C:13]([NH:17][C:18](=[O:21])[CH2:19]Br)=[C:12]([Cl:22])[CH:11]=1)([CH3:4])([CH3:3])[CH3:2].[CH2:43]([NH2:46])[CH:44]=[CH2:45]. (10) Given the product [Cl:3][C:13]1[C:12]2[C:7]([Cl:6])=[CH:8][CH:9]=[CH:10][C:11]=2[S:15][N:14]=1, predict the reactants needed to synthesize it. The reactants are: P(Cl)(Cl)([Cl:3])=O.[Cl:6][C:7]1[C:12]2[C:13](=O)[NH:14][S:15][C:11]=2[CH:10]=[CH:9][CH:8]=1.